From a dataset of Full USPTO retrosynthesis dataset with 1.9M reactions from patents (1976-2016). Predict the reactants needed to synthesize the given product. Given the product [Cl:13][C:16]1[CH:15]=[C:14]([C:18](=[O:17])[CH3:1])[CH:7]=[CH:8][N:9]=1, predict the reactants needed to synthesize it. The reactants are: [CH3:1][Mg]Br.ClC1C=[C:7](C=CN=1)[C:8]#[N:9].[ClH:13].[CH2:14]1[CH2:18][O:17][CH2:16][CH2:15]1.